From a dataset of Full USPTO retrosynthesis dataset with 1.9M reactions from patents (1976-2016). Predict the reactants needed to synthesize the given product. (1) Given the product [N:20]1[O:21][N:22]=[C:23]2[CH:28]=[C:27]([CH2:29][CH2:30][N:6]3[CH2:5][CH2:4][N:3]([CH:8]4[CH2:17][CH2:16][C:15]5[CH:14]=[C:13]([C:18]#[N:19])[CH:12]=[CH:11][C:10]=5[CH2:9]4)[C:2](=[O:1])[CH2:7]3)[CH:26]=[CH:25][C:24]=12, predict the reactants needed to synthesize it. The reactants are: [O:1]=[C:2]1[CH2:7][NH:6][CH2:5][CH2:4][N:3]1[CH:8]1[CH2:17][CH2:16][C:15]2[CH:14]=[C:13]([C:18]#[N:19])[CH:12]=[CH:11][C:10]=2[CH2:9]1.[N:20]1[O:21][N:22]=[C:23]2[CH:28]=[C:27]([CH2:29][CH:30]=O)[CH:26]=[CH:25][C:24]=12. (2) Given the product [ClH:2].[Cl:2][C:3]1[CH:4]=[CH:5][C:6]([NH:9][C:10](=[O:37])[C:11]([NH:13][C@H:14]2[CH2:19][CH2:18][C@H:17]([C:20]([N:22]([CH3:23])[CH3:24])=[O:21])[CH2:16][C@H:15]2[NH:25][C:26]([C:28]2[N:33]=[CH:32][C:31]3[CH2:34][N:35]([CH3:38])[CH2:36][C:30]=3[CH:29]=2)=[O:27])=[O:12])=[N:7][CH:8]=1, predict the reactants needed to synthesize it. The reactants are: Cl.[Cl:2][C:3]1[CH:4]=[CH:5][C:6]([NH:9][C:10](=[O:37])[C:11]([NH:13][C@H:14]2[CH2:19][CH2:18][C@H:17]([C:20]([N:22]([CH3:24])[CH3:23])=[O:21])[CH2:16][C@H:15]2[NH:25][C:26]([C:28]2[N:33]=[CH:32][C:31]3[CH2:34][NH:35][CH2:36][C:30]=3[CH:29]=2)=[O:27])=[O:12])=[N:7][CH:8]=1.[CH2:38]=O. (3) Given the product [Cl:29][C:30]1[CH:35]=[C:34]([OH:36])[CH:33]=[CH:32][C:31]=1[C:7]1[CH:8]=[C:9]2[C:14](=[CH:15][CH:16]=1)[C:13]([C:17]([O:19][CH3:20])=[O:18])=[CH:12][CH:11]=[CH:10]2, predict the reactants needed to synthesize it. The reactants are: FC(F)(F)S(O[C:7]1[CH:8]=[C:9]2[C:14](=[CH:15][CH:16]=1)[C:13]([C:17]([O:19][CH3:20])=[O:18])=[CH:12][CH:11]=[CH:10]2)(=O)=O.C([O-])([O-])=O.[Na+].[Na+].[Cl:29][C:30]1[CH:35]=[C:34]([O:36][Si](C(C)(C)C)(C)C)[CH:33]=[CH:32][C:31]=1B(O)O. (4) Given the product [F:1][C:2]1[CH:34]=[CH:33][C:5]([CH2:6][N:7]2[C:12](=[O:13])[C:11]([C:14]3[N:19]([CH3:39])[C:18]4[CH:20]=[CH:21][C:22]([I:24])=[CH:23][C:17]=4[S:16](=[O:26])(=[O:25])[N:15]=3)=[C:10]([OH:27])[C:9]([C:28]3[S:29][CH:30]=[CH:31][CH:32]=3)=[N:8]2)=[CH:4][CH:3]=1, predict the reactants needed to synthesize it. The reactants are: [F:1][C:2]1[CH:34]=[CH:33][C:5]([CH2:6][N:7]2[C:12](=[O:13])[C:11]([C:14]3[NH:19][C:18]4[CH:20]=[CH:21][C:22]([I:24])=[CH:23][C:17]=4[S:16](=[O:26])(=[O:25])[N:15]=3)=[C:10]([OH:27])[C:9]([C:28]3[S:29][CH:30]=[CH:31][CH:32]=3)=[N:8]2)=[CH:4][CH:3]=1.[H-].[Na+].CI.[CH3:39]COC(C)=O.